Dataset: Choline transporter screen with 302,306 compounds. Task: Binary Classification. Given a drug SMILES string, predict its activity (active/inactive) in a high-throughput screening assay against a specified biological target. (1) The compound is S=C(N1C(c2n(CC1)ccc2)c1cccnc1)Nc1cc(ccc1)C. The result is 0 (inactive). (2) The drug is O=C1N(CCNC(=O)c2ccncc2)C(=O)CC1. The result is 0 (inactive).